From a dataset of Catalyst prediction with 721,799 reactions and 888 catalyst types from USPTO. Predict which catalyst facilitates the given reaction. (1) Reactant: [N:1]1[CH:6]=[CH:5][CH:4]=[CH:3][C:2]=1[C:7]([OH:9])=O.C1N=CN(C(N2C=NC=C2)=O)C=1.[C:22]([C:24]1[CH:29]=[CH:28][C:27]([N:30]([CH2:36][C:37]([F:40])([F:39])[F:38])[CH2:31][C:32](=[NH:35])[NH:33]O)=[CH:26][C:25]=1[C:41]([F:44])([F:43])[F:42])#[N:23]. Product: [N:1]1[CH:6]=[CH:5][CH:4]=[CH:3][C:2]=1[C:7]1[O:9][N:35]=[C:32]([CH2:31][N:30]([CH2:36][C:37]([F:38])([F:39])[F:40])[C:27]2[CH:28]=[CH:29][C:24]([C:22]#[N:23])=[C:25]([C:41]([F:42])([F:44])[F:43])[CH:26]=2)[N:33]=1. The catalyst class is: 23. (2) Reactant: [CH2:1]([O:3][C:4]([CH:6]1[CH2:10][CH2:9][N:8](CC2C=CC=CC=2)[CH2:7]1)=[O:5])[CH3:2].Cl[C:19]([O:21][CH2:22][C:23]1[CH:28]=[CH:27][CH:26]=[CH:25][CH:24]=1)=[O:20]. Product: [CH2:1]([O:3][C:4]([CH:6]1[CH2:10][CH2:9][N:8]([C:19]([O:21][CH2:22][C:23]2[CH:28]=[CH:27][CH:26]=[CH:25][CH:24]=2)=[O:20])[CH2:7]1)=[O:5])[CH3:2]. The catalyst class is: 22.